This data is from Full USPTO retrosynthesis dataset with 1.9M reactions from patents (1976-2016). The task is: Predict the reactants needed to synthesize the given product. Given the product [F:1][C:2]1[CH:3]=[C:4]([C:8]2[C@:9]3([CH2:25][CH2:24][C@H:23]4[C@@H:14]([CH2:15][CH2:16][C:17]5[CH:18]=[C:19]([C:26]([NH:30][CH2:31][C:32]([OH:34])=[O:33])=[O:27])[CH:20]=[CH:21][C:22]=54)[C@@H:11]3[CH2:12][CH:13]=2)[CH3:10])[CH:5]=[N:6][CH:7]=1, predict the reactants needed to synthesize it. The reactants are: [F:1][C:2]1[CH:3]=[C:4]([C:8]2[C@:9]3([CH2:25][CH2:24][C@H:23]4[C@@H:14]([CH2:15][CH2:16][C:17]5[CH:18]=[C:19]([C:26](O)=[O:27])[CH:20]=[CH:21][C:22]=54)[C@@H:11]3[CH2:12][CH:13]=2)[CH3:10])[CH:5]=[N:6][CH:7]=1.Cl.[NH2:30][CH2:31][C:32]([O:34]C)=[O:33].